Task: Regression/Classification. Given an antibody's heavy chain and light chain sequences, predict its developability. TAP uses regression for 5 developability metrics; SAbDab uses binary classification.. Dataset: Antibody developability classification from SAbDab with 2,409 antibodies (1) The antibody is ['6ayn', 'PROT_D746F282']. Result: 0 (not developable). (2) The antibody is ['6ayn', 'PROT_D746F282']. Result: 0 (not developable). (3) The antibody is ['QVQLVQSGVTLVQPGGSLRVSCAASGFTFSSYAMSWVRQAPGKGLEWVSAISGLGGSTYYADSVKGRFTISRDNSKNTLYLQMNSLRAEDTAVYYCAKDHRVWAAGYHFDYWGQGALVTVSS', 'DIVLTQSPSTLSASVGDRVTITCRASQSISSWLAWYQQKPGEAPKLLISDASSLESGVPSRFSGSGSGTEFTLTISSLQPDDFATYYCQQYYSSPIFGGGTKVEIK']. Result: 0 (not developable). (4) The antibody is ['EVQLVQSGGGLVKPGGSLRLSCAASGFTFSSYSMNWVRQAPGKGLEWVSSISSSSSYIYYADSVKGRFTISRDNAKNSLYLQMNSLRAEDTAVYYCARVTDAFDIWGQGTMVTVSS', 'DIQMTQSPSSVSASIGDRVTITCRASQGIDNWLGWYQQKPGKAPKLLIYDASNLDTGVPSRFSGSGSGTYFTLTISSLQAEDFAVYFCQQAKAFPPTFGGGTKVDIK']. Result: 0 (not developable). (5) The antibody is ['QVQLVQSGGGLVKPGGSLTPSCVTSGFTFSNTWMSWVRQTPGKGLEWVARISRVGDGPIIDYAAPVKGRFIISRDDSRNTLFLHMNNLKTEDTAVYYCTADEGAPILRFFEWGYYNYYMDVWGKGTTVIVSS', 'DIRLTQSPSSLSASVGDRITITCRASQSIKDYLNWYKHRPGEAPKLLIYSASKLRSGVSSRFSGSGYGSAFTLTISSLQPEDFATYYCQESYSSVPMYIFGQGTKVDLK']. Result: 0 (not developable). (6) The antibody is ['QVTLKESGPGILKPSQTLSLTCSFSGFSLSTSGMSVGWIRQPSGKGLEWLAHIWWDDDKYYNPSLKSRLTISKDTSRNQVFLKITSVDTADTATYYCARRTTTADYFAYWGQGTTLTVSS', 'DVLMTQTPLSLPVSLGDQASISCRSSQSIVHSNGNTYLEWYLQKPGQSPKLLIYKVSNRFSGVPDRFSGSGSGTDFTLKISRVEAEDLGIYYCFQSSHVPLTFGAGTKLELK']. Result: 0 (not developable). (7) The antibody is ['EVQLVESGGGLVQPGGSLRLSCAASGFTFSSYAMHWVRQAPGKGLEWVAVISSDGGNKYYTDSVKGRFTISRNDSKNTLYLQMNSLRTEDTAVFYCARGNPPYSSGWGGGDYWGQGTMVTVSS', 'DIQMTQSPSSLSASVGDRVTITCRASQDIRNDLGWYQQKPGKAPKKLIYAASSLQSGVPSRFSGSGSGTDFTLTISSLQPEDFATYYCLQQNSNWTFGQGTKVDIK']. Result: 0 (not developable).